This data is from Full USPTO retrosynthesis dataset with 1.9M reactions from patents (1976-2016). The task is: Predict the reactants needed to synthesize the given product. (1) The reactants are: P(Cl)(Cl)(Cl)=O.O[C:7]1([CH:16]2[CH2:20][CH2:19][NH:18][C:17]2=[O:21])[CH2:12][CH2:11][CH2:10][N:9]2[CH:13]=[N:14][CH:15]=[C:8]12.N1C=CC=CC=1.N12CCCN=C1CCCCC2. Given the product [CH:15]1[N:14]=[CH:13][N:9]2[CH2:10][CH2:11][CH2:12][C:7](=[C:16]3[CH2:20][CH2:19][NH:18][C:17]3=[O:21])[C:8]=12, predict the reactants needed to synthesize it. (2) The reactants are: [Na].[NH:2]1[CH:6]=[N:5][CH:4]=[N:3]1.[H-].[Na+].Br[CH2:10][CH2:11][CH2:12][Cl:13].O. Given the product [Cl:13][CH2:12][CH2:11][CH2:10][N:2]1[CH:6]=[N:5][CH:4]=[N:3]1, predict the reactants needed to synthesize it. (3) Given the product [CH:1]1([NH:4][C:5](=[O:32])[C:6]2[CH:11]=[CH:10][C:9]([CH3:12])=[C:8]([N:13]3[CH:21]=[N:20][C:19]4[C:14]3=[N:15][CH:16]=[N:17][C:18]=4[C:22]3[CH:27]=[CH:26][C:25]([C:28]4[O:29][CH:33]=[N:31][N:30]=4)=[CH:24][CH:23]=3)[CH:7]=2)[CH2:3][CH2:2]1, predict the reactants needed to synthesize it. The reactants are: [CH:1]1([NH:4][C:5](=[O:32])[C:6]2[CH:11]=[CH:10][C:9]([CH3:12])=[C:8]([N:13]3[CH:21]=[N:20][C:19]4[C:14]3=[N:15][CH:16]=[N:17][C:18]=4[C:22]3[CH:27]=[CH:26][C:25]([C:28]([NH:30][NH2:31])=[O:29])=[CH:24][CH:23]=3)[CH:7]=2)[CH2:3][CH2:2]1.[CH2:33](Cl)Cl. (4) Given the product [C:1]([C:5]1[O:9][N:8]=[C:7]([NH:10][C:11]([NH:35][C:31]2[CH:32]=[CH:33][CH:34]=[C:29]([C:28]#[C:27][C:24]3[CH:23]=[N:22][C:21]([Cl:20])=[N:26][CH:25]=3)[CH:30]=2)=[O:19])[CH:6]=1)([CH3:2])([CH3:3])[CH3:4], predict the reactants needed to synthesize it. The reactants are: [C:1]([C:5]1[O:9][N:8]=[C:7]([NH:10][C:11](=[O:19])OC2C=CC=CC=2)[CH:6]=1)([CH3:4])([CH3:3])[CH3:2].[Cl:20][C:21]1[N:26]=[CH:25][C:24]([C:27]#[C:28][C:29]2[CH:30]=[C:31]([NH2:35])[CH:32]=[CH:33][CH:34]=2)=[CH:23][N:22]=1.C(N(CC)CC)C.